Dataset: Experimentally validated miRNA-target interactions with 360,000+ pairs, plus equal number of negative samples. Task: Binary Classification. Given a miRNA mature sequence and a target amino acid sequence, predict their likelihood of interaction. The miRNA is hsa-miR-4644 with sequence UGGAGAGAGAAAAGAGACAGAAG. The protein sequence of the target gene is MHLARLVGSCSLLLLLGALSGWAASDDPIEKVIEGINRGLSNAEREVGKALDGINSGITHAGREVEKVFNGLSNMGSHTGKELDKGVQGLNHGMDKVAHEINHGIGQAGKEAEKLGHGVNNAAGQVGKEADKLIHHGVHHGANQAGSEAGKFGQGVDNAAGQAGNEAGRFGQGVHHAAGQAGNEAGRFGQGVHHAAGQAGNEAGRFGQGAHHGLSEGWKETEKFGQGIHHAAGQVGKEAEKFGQGAHHAAGQAGNEAGRFGQGVHHGLSEGWKETEKFGQGVHHTAGQVGKEAEKFGQGA.... Result: 0 (no interaction).